From a dataset of Forward reaction prediction with 1.9M reactions from USPTO patents (1976-2016). Predict the product of the given reaction. (1) Given the reactants Br[C:2]1[CH:28]=[CH:27][C:5]([CH2:6][S:7][C:8]2[C:18]3[CH2:17][CH2:16][N:15]([C:19]([O:21][C:22]([CH3:25])([CH3:24])[CH3:23])=[O:20])[CH2:14][CH2:13][C:12]=3[CH:11]=[CH:10][C:9]=2[Cl:26])=[CH:4][C:3]=1[F:29].CC(C)([O-])C.[Na+].C1OCCOCCOCCOCCOCCOC1.[NH:54]1[CH2:59][CH2:58][CH2:57][CH2:56][CH2:55]1, predict the reaction product. The product is: [C:22]([O:21][C:19]([N:15]1[CH2:16][CH2:17][C:18]2[C:8]([S:7][CH2:6][C:5]3[CH:27]=[CH:28][C:2]([N:54]4[CH2:59][CH2:58][CH2:57][CH2:56][CH2:55]4)=[C:3]([F:29])[CH:4]=3)=[C:9]([Cl:26])[CH:10]=[CH:11][C:12]=2[CH2:13][CH2:14]1)=[O:20])([CH3:25])([CH3:24])[CH3:23]. (2) The product is: [Br:1][C:2]1[CH:3]=[C:4]([C:21]([NH:40][NH:39][C:37](=[O:38])[CH2:36][N:31]2[CH2:32][C@H:33]([CH3:35])[O:34][C@H:29]([CH3:28])[CH2:30]2)=[O:22])[C:5]2[CH:6]=[N:7][N:8]([S:11]([C:14]3[CH:15]=[CH:16][C:17]([CH3:20])=[CH:18][CH:19]=3)(=[O:12])=[O:13])[C:9]=2[CH:10]=1. Given the reactants [Br:1][C:2]1[CH:3]=[C:4]([C:21](O)=[O:22])[C:5]2[CH:6]=[N:7][N:8]([S:11]([C:14]3[CH:19]=[CH:18][C:17]([CH3:20])=[CH:16][CH:15]=3)(=[O:13])=[O:12])[C:9]=2[CH:10]=1.S(Cl)(Cl)=O.[CH3:28][C@H:29]1[O:34][C@@H:33]([CH3:35])[CH2:32][N:31]([CH2:36][C:37]([NH:39][NH2:40])=[O:38])[CH2:30]1.CCN(C(C)C)C(C)C, predict the reaction product. (3) Given the reactants C([O:3][CH2:4][CH2:5][O:6][NH:7][C:8]([C:10]1[CH:15]=[CH:14][N:13]2[CH:16]=[N:17][CH:18]=[C:12]2[C:11]=1[NH:19][C:20]1[CH:25]=[CH:24][C:23]([Br:26])=[CH:22][C:21]=1[Cl:27])=[O:9])=C.C(O)=O.C(#N)C, predict the reaction product. The product is: [OH:3][CH2:4][CH2:5][O:6][NH:7][C:8]([C:10]1[CH:15]=[CH:14][N:13]2[CH:16]=[N:17][CH:18]=[C:12]2[C:11]=1[NH:19][C:20]1[CH:25]=[CH:24][C:23]([Br:26])=[CH:22][C:21]=1[Cl:27])=[O:9]. (4) Given the reactants [C:1]1(/[CH:7]=[CH:8]/[CH2:9][O:10][CH2:11][CH:12]2[CH2:39][CH2:38][C:15]3[N:16](C(C4C=CC=CC=4)(C4C=CC=CC=4)C4C=CC=CC=4)[CH:17]=[N:18][C:14]=3[CH2:13]2)[CH:6]=[CH:5][CH:4]=[CH:3][CH:2]=1.C1(/C=C/COCC2CCC3N=CN(C(C4C=CC=CC=4)(C4C=CC=CC=4)C4C=CC=CC=4)C=3C2)C=CC=CC=1, predict the reaction product. The product is: [C:1]1(/[CH:7]=[CH:8]/[CH2:9][O:10][CH2:11][CH:12]2[CH2:39][CH2:38][C:15]3[NH:16][CH:17]=[N:18][C:14]=3[CH2:13]2)[CH:2]=[CH:3][CH:4]=[CH:5][CH:6]=1.